This data is from Catalyst prediction with 721,799 reactions and 888 catalyst types from USPTO. The task is: Predict which catalyst facilitates the given reaction. (1) Reactant: [NH2:1][C:2]1[CH:3]=[C:4]([CH:25]=[CH:26][C:27]=1[C:28]#[N:29])[C:5]([NH:7][C:8]1[N:9]([CH3:24])[N:10]=[C:11]([C:17]([F:23])([F:22])[C:18]([F:21])([F:20])[F:19])[C:12]=1[C:13]([F:16])([F:15])[F:14])=[O:6].N1C=CC=CC=1.[C:36]([C:38]1[CH:46]=[CH:45][C:41]([C:42](Cl)=[O:43])=[C:40]([CH3:47])[CH:39]=1)#[N:37].C(=O)([O-])O.[Na+]. Product: [C:36]([C:38]1[CH:46]=[CH:45][C:41]([C:42]([NH:1][C:2]2[CH:3]=[C:4]([CH:25]=[CH:26][C:27]=2[C:28]#[N:29])[C:5]([NH:7][C:8]2[N:9]([CH3:24])[N:10]=[C:11]([C:17]([F:23])([F:22])[C:18]([F:19])([F:20])[F:21])[C:12]=2[C:13]([F:15])([F:14])[F:16])=[O:6])=[O:43])=[C:40]([CH3:47])[CH:39]=1)#[N:37]. The catalyst class is: 7. (2) Reactant: [C:1]([C:5]1[S:9]/[C:8](=[N:10]\[C:11](=[O:20])[C:12]2[CH:17]=[C:16]([Cl:18])[CH:15]=[CH:14][C:13]=2F)/[N:7]([CH2:21][CH2:22][CH2:23][CH3:24])[CH:6]=1)([CH3:4])([CH3:3])[CH3:2].[CH2:25]([OH:30])[C:26]([F:29])([F:28])[F:27].CC([O-])(C)C.[K+]. Product: [C:1]([C:5]1[S:9]/[C:8](=[N:10]\[C:11](=[O:20])[C:12]2[CH:17]=[C:16]([Cl:18])[CH:15]=[CH:14][C:13]=2[O:30][CH2:25][C:26]([F:29])([F:28])[F:27])/[N:7]([CH2:21][CH2:22][CH2:23][CH3:24])[CH:6]=1)([CH3:4])([CH3:3])[CH3:2]. The catalyst class is: 20. (3) Reactant: [Br:1][C:2]1[CH:3]=[C:4]([CH:8]=[C:9]([C:11]([F:14])([F:13])[F:12])[CH:10]=1)[C:5]([OH:7])=O.CCN(C(C)C)C(C)C.Cl.Cl.[NH2:26][CH2:27][CH:28]1[CH2:33][CH2:32][N:31]([CH2:34][CH2:35][NH:36][S:37]([C:40]([F:43])([F:42])[F:41])(=[O:39])=[O:38])[CH2:30][CH2:29]1.CN(C(ON1N=NC2C=CC=NC1=2)=[N+](C)C)C.F[P-](F)(F)(F)(F)F. Product: [Br:1][C:2]1[CH:3]=[C:4]([CH:8]=[C:9]([C:11]([F:14])([F:13])[F:12])[CH:10]=1)[C:5]([NH:26][CH2:27][CH:28]1[CH2:33][CH2:32][N:31]([CH2:34][CH2:35][NH:36][S:37]([C:40]([F:43])([F:42])[F:41])(=[O:39])=[O:38])[CH2:30][CH2:29]1)=[O:7]. The catalyst class is: 2. (4) Reactant: [C:1]([O:5][C:6]([N:8]1[CH2:12][CH2:11][CH:10]([C:13]2[CH:18]=[CH:17][C:16]([S:19]([C:22]3[CH:27]=[CH:26][CH:25]=[C:24]([F:28])[CH:23]=3)(=[O:21])=[O:20])=[CH:15][C:14]=2[C:29]([O:31]CC)=[O:30])[CH2:9]1)=[O:7])([CH3:4])([CH3:3])[CH3:2].O[Li].O. Product: [C:1]([O:5][C:6]([N:8]1[CH2:12][CH2:11][CH:10]([C:13]2[CH:18]=[CH:17][C:16]([S:19]([C:22]3[CH:27]=[CH:26][CH:25]=[C:24]([F:28])[CH:23]=3)(=[O:21])=[O:20])=[CH:15][C:14]=2[C:29]([OH:31])=[O:30])[CH2:9]1)=[O:7])([CH3:4])([CH3:2])[CH3:3]. The catalyst class is: 24. (5) Reactant: C(OC(=O)[NH:10][C@H:11]1[CH2:16][CH2:15][CH2:14][C@@H:13]([O:17][Si:18]([C:21]([CH3:24])([CH3:23])[CH3:22])([CH3:20])[CH3:19])[CH2:12]1)C1C=CC=CC=1.[H][H]. Product: [Si:18]([O:17][CH:13]1[CH2:14][CH2:15][CH2:16][CH:11]([NH2:10])[CH2:12]1)([C:21]([CH3:24])([CH3:23])[CH3:22])([CH3:20])[CH3:19]. The catalyst class is: 19. (6) Reactant: [N+:1]([C:4]1[CH:5]=[N:6][CH:7]=[CH:8][CH:9]=1)([O-])=O.[CH:10]([Mg]Br)=[CH2:11]. Product: [NH:1]1[C:4]2[C:9](=[CH:8][CH:7]=[N:6][CH:5]=2)[CH:11]=[CH:10]1. The catalyst class is: 1. (7) Reactant: Cl[C:2]1[N:7]=[C:6]([NH2:8])[N:5]2[N:9]=[C:10]([C:12]3[O:13][CH:14]=[CH:15][CH:16]=3)[N:11]=[C:4]2[CH:3]=1.[CH2:17]1[NH:22][CH2:21][CH2:20][N:19]2[CH2:23][C@H:24]([CH2:27][OH:28])[CH2:25][CH2:26][C@@H:18]12.[F-].[Cs+]. Product: [NH2:8][C:6]1[N:5]2[N:9]=[C:10]([C:12]3[O:13][CH:14]=[CH:15][CH:16]=3)[N:11]=[C:4]2[CH:3]=[C:2]([N:22]2[CH2:21][CH2:20][N:19]3[CH2:23][CH:24]([CH2:27][OH:28])[CH2:25][CH2:26][CH:18]3[CH2:17]2)[N:7]=1. The catalyst class is: 16.